Task: Regression. Given a peptide amino acid sequence and an MHC pseudo amino acid sequence, predict their binding affinity value. This is MHC class I binding data.. Dataset: Peptide-MHC class I binding affinity with 185,985 pairs from IEDB/IMGT The peptide sequence is GIIFILLMLV. The MHC is HLA-A02:06 with pseudo-sequence HLA-A02:06. The binding affinity (normalized) is 0.513.